This data is from Reaction yield outcomes from USPTO patents with 853,638 reactions. The task is: Predict the reaction yield, written as a fraction of the theoretical maximum amount of product (1.0 means a 100% yield; for example, 0.34 means a 34% yield). (1) The reactants are [NH2:1][C@H:2]([C:6]([OH:8])=[O:7])[CH:3]([CH3:5])[CH3:4].C([O-])(O)=O.[Na+].[CH3:14][O:15][C:16](Cl)=[O:17].Cl. The catalyst is O1CCCC1.O. The product is [CH3:14][O:15][C:16]([NH:1][C@@H:2]([CH:3]([CH3:5])[CH3:4])[C:6]([OH:8])=[O:7])=[O:17]. The yield is 0.980. (2) The reactants are [CH3:1][C:2]1[CH:8]=[CH:7][CH:6]=[CH:5][C:3]=1[NH2:4].[N:9]([O-])=O.[Na+].C([O-])(=O)C.[Na+].[C:18]([CH2:21][C:22](=[O:24])[CH3:23])(=[O:20])[CH3:19]. The catalyst is C(O)(=O)C.Cl.O.C(O)C. The product is [CH3:1][C:2]1[CH:8]=[CH:7][CH:6]=[CH:5][C:3]=1[NH:4][N:9]=[C:21]([C:22](=[O:24])[CH3:23])[C:18](=[O:20])[CH3:19]. The yield is 0.490. (3) The reactants are [OH-].[Na+:2].[Br:3][C:4]1[N:5]([C:14]2[C:23]3[C:18](=[CH:19][CH:20]=[CH:21][CH:22]=3)[C:17]([CH:24]3[CH2:26][CH2:25]3)=[CH:16][CH:15]=2)[C:6]([S:9][CH2:10][C:11]([OH:13])=[O:12])=[N:7][N:8]=1. The catalyst is C(O)C. The product is [Br:3][C:4]1[N:5]([C:14]2[C:23]3[C:18](=[CH:19][CH:20]=[CH:21][CH:22]=3)[C:17]([CH:24]3[CH2:26][CH2:25]3)=[CH:16][CH:15]=2)[C:6]([S:9][CH2:10][C:11]([O-:13])=[O:12])=[N:7][N:8]=1.[Na+:2]. The yield is 1.00. (4) The reactants are Cl[C:2]1[CH:7]=[C:6](Cl)[N:5]=[CH:4][N:3]=1.[CH3:9][O:10][C:11]1[CH:16]=[CH:15][C:14](B(O)O)=[CH:13][CH:12]=1.[C:20](=[O:23])([O-])[O-].[Na+].[Na+]. The catalyst is C1C=CC(P(C2C=CC=CC=2)C2C=CC=CC=2)=CC=1.C1C=CC(P(C2C=CC=CC=2)C2C=CC=CC=2)=CC=1.Cl[Pd]Cl.O.C(#N)C. The product is [CH3:9][O:10][C:11]1[CH:16]=[CH:15][C:14]([C:2]2[CH:7]=[C:6]([C:11]3[CH:16]=[CH:15][C:14]([O:23][CH3:20])=[CH:13][CH:12]=3)[N:5]=[CH:4][N:3]=2)=[CH:13][CH:12]=1. The yield is 0.620. (5) The yield is 0.250. The product is [NH2:1][C:2]1[C:7]2[C:8]([C:11]3[CH:16]=[CH:15][C:14]([NH:17][C:18]([C:20]4[N:21]([CH3:29])[C:22]5[C:27]([CH:28]=4)=[CH:26][CH:25]=[CH:24][CH:23]=5)=[O:19])=[C:13]([O:30][CH3:31])[CH:12]=3)=[CH:9][S:10][C:6]=2[C:5]([C:34]#[N:35])=[CH:4][N:3]=1. The catalyst is [C-]#N.C([N+](CC)(CC)CC)C.O1CCOCC1.C1C=CC(/C=C/C(/C=C/C2C=CC=CC=2)=O)=CC=1.C1C=CC(/C=C/C(/C=C/C2C=CC=CC=2)=O)=CC=1.C1C=CC(/C=C/C(/C=C/C2C=CC=CC=2)=O)=CC=1.[Pd].[Pd].C1(P(C2C=CC=CC=2)[C-]2C=CC=C2)C=CC=CC=1.[C-]1(P(C2C=CC=CC=2)C2C=CC=CC=2)C=CC=C1.[Fe+2]. The reactants are [NH2:1][C:2]1[C:7]2[C:8]([C:11]3[CH:16]=[CH:15][C:14]([NH:17][C:18]([C:20]4[N:21]([CH3:29])[C:22]5[C:27]([CH:28]=4)=[CH:26][CH:25]=[CH:24][CH:23]=5)=[O:19])=[C:13]([O:30][CH3:31])[CH:12]=3)=[CH:9][S:10][C:6]=2[C:5](I)=[CH:4][N:3]=1.[Cu][C:34]#[N:35]. (6) The reactants are Cl.[Br:2][C:3]1[CH:4]=[C:5]([Cl:11])[C:6]([CH2:9][NH2:10])=[N:7][CH:8]=1.CCN(CC)CC.[C:19]1(=O)[O:24][C:22](=[O:23])[C:21]2=[CH:25][CH:26]=[CH:27][CH:28]=[C:20]12. The catalyst is C1(C)C=CC=CC=1. The product is [Br:2][C:3]1[CH:4]=[C:5]([Cl:11])[C:6]([CH2:9][N:10]2[C:22](=[O:23])[C:21]3[C:20](=[CH:28][CH:27]=[CH:26][CH:25]=3)[C:19]2=[O:24])=[N:7][CH:8]=1. The yield is 0.650. (7) The reactants are [CH3:1][O:2][C:3]1[C:4](=[C:8]([F:12])[CH:9]=[CH:10][CH:11]=1)[C:5]([OH:7])=[O:6].[H-].[Na+].[CH3:15][O:16][CH2:17]CCl.[CH3:20]N(C=O)C. The catalyst is C(OCC)(=O)C. The product is [CH3:20][O:6][C:5](=[O:7])[C:4]1[C:3]([O:2][CH2:1][CH2:15][O:16][CH3:17])=[CH:11][CH:10]=[CH:9][C:8]=1[F:12]. The yield is 0.450. (8) The product is [CH3:16][N:3]1[CH2:4][CH2:5][C:6]2[CH:11]=[C:10]([NH:12][C:13](=[O:15])[CH3:14])[CH:9]=[CH:8][C:7]=2[CH2:1][CH2:2]1. The yield is 0.910. The catalyst is ClCCl.CO. The reactants are [CH2:1]1[C:7]2[CH:8]=[CH:9][C:10]([NH:12][C:13](=[O:15])[CH3:14])=[CH:11][C:6]=2[CH2:5][CH2:4][NH:3][CH2:2]1.[CH2:16]=O.